Dataset: Catalyst prediction with 721,799 reactions and 888 catalyst types from USPTO. Task: Predict which catalyst facilitates the given reaction. (1) The catalyst class is: 7. Product: [CH3:1][O:2][C:3]1[CH:8]=[C:7]([B:9]2[O:13][C:12]([CH3:14])([CH3:15])[C:11]([CH3:17])([CH3:16])[O:10]2)[CH:6]=[CH:5][C:4]=1[N:18]([CH3:28])[C:19](=[O:24])[O:20][CH:21]([CH3:22])[CH3:23]. Reactant: [CH3:1][O:2][C:3]1[CH:8]=[C:7]([B:9]2[O:13][C:12]([CH3:15])([CH3:14])[C:11]([CH3:17])([CH3:16])[O:10]2)[CH:6]=[CH:5][C:4]=1[NH:18][C:19](=[O:24])[O:20][CH:21]([CH3:23])[CH3:22].[H-].[Na+].I[CH3:28].[Cl-].[NH4+]. (2) Reactant: Cl[C:2]1[N:7]=[C:6]([CH3:8])[C:5]([C:9]#[N:10])=[CH:4][CH:3]=1.[CH3:11][O:12][Na]. Product: [CH3:11][O:12][C:2]1[N:7]=[C:6]([CH3:8])[C:5]([C:9]#[N:10])=[CH:4][CH:3]=1. The catalyst class is: 5. (3) Reactant: Br[C:2]1[CH:3]=[C:4]([CH:21]=[CH:22][CH:23]=1)[CH2:5][O:6][C:7]1[CH:12]=[CH:11][CH:10]=[CH:9][C:8]=1[CH2:13][C:14]([O:16][C:17]([CH3:20])([CH3:19])[CH3:18])=[O:15].[CH3:24][C:25]1([CH3:41])[C:29]([CH3:31])([CH3:30])[O:28][B:27]([B:27]2[O:28][C:29]([CH3:31])([CH3:30])[C:25]([CH3:41])([CH3:24])[O:26]2)[O:26]1.C([O-])(=O)C.[K+].C(Cl)Cl. Product: [CH3:24][C:25]1([CH3:41])[C:29]([CH3:31])([CH3:30])[O:28][B:27]([C:2]2[CH:3]=[C:4]([CH:21]=[CH:22][CH:23]=2)[CH2:5][O:6][C:7]2[CH:12]=[CH:11][CH:10]=[CH:9][C:8]=2[CH2:13][C:14]([O:16][C:17]([CH3:20])([CH3:19])[CH3:18])=[O:15])[O:26]1. The catalyst class is: 75. (4) Reactant: [Cl:1][C:2]1[CH:11]=[C:10]([C:12](=[O:14])[CH3:13])[C:9]([N:15]2[CH2:20][CH2:19][NH:18][CH2:17][CH2:16]2)=[C:8]2[C:3]=1[CH:4]=[CH:5][CH:6]=[N:7]2.[CH3:21][N:22]1[CH:26]=[CH:25][C:24]([C:27](Cl)=[O:28])=[N:23]1.C(N(CC)CC)C. Product: [Cl:1][C:2]1[CH:11]=[C:10]([C:12](=[O:14])[CH3:13])[C:9]([N:15]2[CH2:16][CH2:17][N:18]([C:27]([C:24]3[CH:25]=[CH:26][N:22]([CH3:21])[N:23]=3)=[O:28])[CH2:19][CH2:20]2)=[C:8]2[C:3]=1[CH:4]=[CH:5][CH:6]=[N:7]2. The catalyst class is: 2. (5) Reactant: [NH2:1][N:2]1[C:6]([C:7]([OH:9])=O)=[CH:5][N:4]=[C:3]1[C:10]1[CH:15]=[CH:14][C:13](C)=[CH:12][CH:11]=1.[F:17][P-](F)(F)(F)(F)F.N1(OC(N(C)C)=[N+](C)C)C2N=CC=CC=2N=N1.C(N(C(C)C)C(C)C)C.[NH2:50][CH2:51][C:52]1([OH:65])[CH2:57][CH2:56][N:55]([C:58]([O:60][C:61]([CH3:64])([CH3:63])[CH3:62])=[O:59])[CH2:54][CH2:53]1. Product: [NH2:1][N:2]1[C:6]([C:7]([NH:50][CH2:51][C:52]2([OH:65])[CH2:53][CH2:54][N:55]([C:58]([O:60][C:61]([CH3:62])([CH3:64])[CH3:63])=[O:59])[CH2:56][CH2:57]2)=[O:9])=[CH:5][N:4]=[C:3]1[C:10]1[CH:11]=[CH:12][C:13]([F:17])=[CH:14][CH:15]=1. The catalyst class is: 9. (6) Reactant: [ClH:1].[CH3:2][N:3]([CH3:27])[CH:4]1[CH2:9][CH2:8][N:7]([C:10](=[O:26])[CH2:11][CH2:12][C:13]2[N:14]([CH2:18][C:19]([O:21]C(C)(C)C)=[O:20])[CH:15]=[CH:16][N:17]=2)[CH2:6][CH2:5]1. Product: [ClH:1].[CH3:27][N:3]([CH3:2])[CH:4]1[CH2:9][CH2:8][N:7]([C:10](=[O:26])[CH2:11][CH2:12][C:13]2[N:14]([CH2:18][C:19]([OH:21])=[O:20])[CH:15]=[CH:16][N:17]=2)[CH2:6][CH2:5]1. The catalyst class is: 12. (7) Reactant: [C:1]([C:4]1[C:12]2[C:7](=[CH:8][CH:9]=[C:10]([N+:13]([O-])=O)[CH:11]=2)[NH:6][CH:5]=1)(=[O:3])[CH3:2].NN. Product: [C:1]([C:4]1[C:12]2[C:7](=[CH:8][CH:9]=[C:10]([NH2:13])[CH:11]=2)[NH:6][CH:5]=1)(=[O:3])[CH3:2]. The catalyst class is: 227.